Dataset: Forward reaction prediction with 1.9M reactions from USPTO patents (1976-2016). Task: Predict the product of the given reaction. (1) Given the reactants [NH2:1][C:2]1[C:7]([OH:8])=[CH:6][CH:5]=[CH:4][N:3]=1.CN(C=O)C.[H-].[Na+].Br[CH2:17][C:18]1[CH:23]=[CH:22][CH:21]=[C:20]([Cl:24])[CH:19]=1, predict the reaction product. The product is: [Cl:24][C:20]1[CH:19]=[C:18]([CH:23]=[CH:22][CH:21]=1)[CH2:17][O:8][C:7]1[C:2]([NH2:1])=[N:3][CH:4]=[CH:5][CH:6]=1. (2) The product is: [NH2:1][C:2]1[N:10]=[C:9]2[C:5]([N:6]=[CH:7][N:8]2[C@@H:11]2[O:17][C@H:16]([CH2:18][OH:19])[C@@H:14]([OH:15])[C@H:12]2[O:13][CH2:41][CH2:40][CH2:39][CH2:38][CH2:37][CH2:36][CH2:35][CH2:34][CH2:33][CH2:32][CH2:31][CH2:30][CH2:29][CH2:28][CH2:27][CH2:26][CH2:25][CH3:24])=[C:4]([NH2:20])[N:3]=1. Given the reactants [NH2:1][C:2]1[N:10]=[C:9]2[C:5]([N:6]=[CH:7][N:8]2[C@@H:11]2[O:17][C@H:16]([CH2:18][OH:19])[C@@H:14]([OH:15])[C@H:12]2[OH:13])=[C:4]([NH2:20])[N:3]=1.[H-].[Na+].I[CH2:24][CH2:25][CH2:26][CH2:27][CH2:28][CH2:29][CH2:30][CH2:31][CH2:32][CH2:33][CH2:34][CH2:35][CH2:36][CH2:37][CH2:38][CH2:39][CH2:40][CH3:41], predict the reaction product. (3) The product is: [Cl:15][C:16]1[CH:17]=[C:18]2[C:22](=[CH:23][CH:24]=1)[N:21]([CH2:6][CH:7]([CH3:12])[CH3:8])[C:20](=[O:25])[C:19]2=[O:26]. Given the reactants C(N1[C:12]2[C:7](=[CH:8]C=CC=2)[C:6](=O)C1=O)CC.[Cl:15][C:16]1[CH:17]=[C:18]2[C:22](=[CH:23][CH:24]=1)[NH:21][C:20](=[O:25])[C:19]2=[O:26].BrCC(C)C, predict the reaction product.